Task: Predict the product of the given reaction.. Dataset: Forward reaction prediction with 1.9M reactions from USPTO patents (1976-2016) (1) Given the reactants [F:1][C:2]1[CH:3]=[C:4]([C@H:12]2[O:16][C:15](=[O:17])[N:14]([CH2:18][C:19]3[C:24]([C:25]4[CH:26]=[C:27]([C:33]5[CH:45]=[CH:44][C:36]([C:37]([O:39][C:40]([CH3:43])([CH3:42])[CH3:41])=[O:38])=[CH:35][C:34]=5[CH3:46])[CH:28]=[N:29][C:30]=4[O:31][CH3:32])=[CH:23][N:22]=[C:21](S(C)(=O)=O)[N:20]=3)[C@H:13]2[CH3:51])[CH:5]=[C:6]([C:8]([F:11])([F:10])[F:9])[CH:7]=1.Cl.[F:53][C:54]1([F:58])[CH2:57][NH:56][CH2:55]1.C(N(CC)CC)C, predict the reaction product. The product is: [F:53][C:54]1([F:58])[CH2:57][N:56]([C:21]2[N:20]=[C:19]([CH2:18][N:14]3[C@@H:13]([CH3:51])[C@@H:12]([C:4]4[CH:5]=[C:6]([C:8]([F:9])([F:11])[F:10])[CH:7]=[C:2]([F:1])[CH:3]=4)[O:16][C:15]3=[O:17])[C:24]([C:25]3[CH:26]=[C:27]([C:33]4[CH:45]=[CH:44][C:36]([C:37]([O:39][C:40]([CH3:41])([CH3:43])[CH3:42])=[O:38])=[CH:35][C:34]=4[CH3:46])[CH:28]=[N:29][C:30]=3[O:31][CH3:32])=[CH:23][N:22]=2)[CH2:55]1. (2) Given the reactants [C:1]([C:4]1[CH:11]=[CH:10][C:7]([CH:8]=[O:9])=[CH:6][CH:5]=1)([OH:3])=O.Cl.CN(C)CCCN=C=NCC.O.O[N:26]1[C:30]2C=[CH:32][CH:33]=[CH:34][C:29]=2N=N1.N1CCCCC1.[Cl-].[NH4+], predict the reaction product. The product is: [N:26]1([C:1]([C:4]2[CH:11]=[CH:10][C:7]([CH:8]=[O:9])=[CH:6][CH:5]=2)=[O:3])[CH2:32][CH2:33][CH2:34][CH2:29][CH2:30]1. (3) Given the reactants [CH3:1][C:2]1([CH3:17])[C:7](=[O:8])[N:6]([CH3:9])[C:5]2[CH:10]=[C:11]([N+:14]([O-])=O)[CH:12]=[CH:13][C:4]=2[O:3]1, predict the reaction product. The product is: [NH2:14][C:11]1[CH:12]=[CH:13][C:4]2[O:3][C:2]([CH3:1])([CH3:17])[C:7](=[O:8])[N:6]([CH3:9])[C:5]=2[CH:10]=1. (4) Given the reactants [CH2:1]1[C:13]2[NH:12][C:11]3[C:6](=[CH:7][CH:8]=[CH:9][CH:10]=3)[C:5]=2[C:4](=O)[CH2:3][CH2:2]1.[C:15]([C:19]1[CH:24]=[CH:23][CH:22]=[CH:21][C:20]=1Br)([CH3:18])([CH3:17])[CH3:16].C(=O)([O-])[O-:27].[K+].[K+].CN1C(=O)CCC1, predict the reaction product. The product is: [C:15]([C:19]1[CH:24]=[CH:23][CH:22]=[CH:21][C:20]=1[N:12]1[C:13]2[C:1](=[O:27])[CH2:2][CH:3]=[CH:4][C:5]=2[C:6]2[C:11]1=[CH:10][CH:9]=[CH:8][CH:7]=2)([CH3:18])([CH3:17])[CH3:16].